This data is from Forward reaction prediction with 1.9M reactions from USPTO patents (1976-2016). The task is: Predict the product of the given reaction. (1) The product is: [ClH:38].[C:28]1([C:27]2[C:18]([C:15]3[CH:14]=[CH:13][C:12]([C:8]4([NH2:7])[CH2:11][CH2:10][CH2:9]4)=[CH:17][CH:16]=3)=[N:19][C:20]3[CH:21]=[CH:22][N:23]4[CH:36]=[N:35][N:34]=[C:24]4[C:25]=3[CH:26]=2)[CH:33]=[CH:32][CH:31]=[CH:30][CH:29]=1. Given the reactants C(OC(=O)[NH:7][C:8]1([C:12]2[CH:17]=[CH:16][C:15]([C:18]3[C:27]([C:28]4[CH:33]=[CH:32][CH:31]=[CH:30][CH:29]=4)=[CH:26][C:25]4[C:24]5=[N:34][N:35]=[CH:36][N:23]5[CH:22]=[CH:21][C:20]=4[N:19]=3)=[CH:14][CH:13]=2)[CH2:11][CH2:10][CH2:9]1)(C)(C)C.[ClH:38].CCOC(C)=O, predict the reaction product. (2) Given the reactants [NH:1]1[C:9]2[C:4](=[CH:5][CH:6]=[CH:7][CH:8]=2)[CH2:3][C@@H:2]1[C:10]([OH:12])=[O:11].[OH-].[Na+].[CH2:15]([O:22][C:23]1[CH:28]=[CH:27][C:26]([S:29](Cl)(=[O:31])=[O:30])=[CH:25][CH:24]=1)[C:16]1[CH:21]=[CH:20][CH:19]=[CH:18][CH:17]=1.Cl, predict the reaction product. The product is: [CH2:15]([O:22][C:23]1[CH:28]=[CH:27][C:26]([S:29]([N:1]2[C:9]3[C:4](=[CH:5][CH:6]=[CH:7][CH:8]=3)[CH2:3][C@@H:2]2[C:10]([OH:12])=[O:11])(=[O:31])=[O:30])=[CH:25][CH:24]=1)[C:16]1[CH:17]=[CH:18][CH:19]=[CH:20][CH:21]=1. (3) Given the reactants [NH2:1][CH2:2][C:3]([O:5][C:6]([CH3:9])([CH3:8])[CH3:7])=[O:4].[C:10]([O-])(O)=[O:11].[Na+].ClC(Cl)(OC(=O)OC(Cl)(Cl)Cl)Cl, predict the reaction product. The product is: [N:1]([CH2:2][C:3]([O:5][C:6]([CH3:9])([CH3:8])[CH3:7])=[O:4])=[C:10]=[O:11]. (4) The product is: [CH3:14][N:12]([CH2:10][C:9]1[CH:15]=[CH:16][CH:17]=[C:18]([NH2:19])[C:8]=1[NH2:7])[CH3:13]. Given the reactants [H-].[Al+3].[Li+].[H-].[H-].[H-].[NH2:7][C:8]1[C:18]([N+:19]([O-])=O)=[CH:17][CH:16]=[CH:15][C:9]=1[C:10]([N:12]([CH3:14])[CH3:13])=O.[OH-].[Na+].[O-]S([O-])(=O)=O.[Na+].[Na+], predict the reaction product. (5) Given the reactants [NH:1]1[C:9]2[C:4](=[CH:5][CH:6]=[C:7]([C:10]([OH:12])=[O:11])[CH:8]=2)[CH:3]=[N:2]1.[C:13](=O)([O-])[O-].[Na+].[Na+].IC.C(=O)(O)[O-].[Na+], predict the reaction product. The product is: [NH:1]1[C:9]2[C:4](=[CH:5][CH:6]=[C:7]([C:10]([O:12][CH3:13])=[O:11])[CH:8]=2)[CH:3]=[N:2]1. (6) Given the reactants [C:1]1([NH:7][C:8]([NH:10][C:11]2[CH:12]=[C:13]([C:17]3[CH:31]=[CH:30][C:20]4[N:21]=[C:22]([NH:24][C:25]([NH:27][CH2:28][CH3:29])=[O:26])[S:23][C:19]=4[CH:18]=3)[CH:14]=[CH:15][CH:16]=2)=[O:9])[CH:6]=[CH:5][CH:4]=[CH:3][CH:2]=1.N[C:33]1C=C(C2C=CC3N=C(NC(NCC)=O)SC=3C=2)C=CC=1.C(N(CC)CC)C.C1(C)C=CC=C(N=C=O)C=1, predict the reaction product. The product is: [C:5]1([CH3:33])[CH:4]=[CH:3][CH:2]=[C:1]([NH:7][C:8]([NH:10][C:11]2[CH:12]=[C:13]([C:17]3[CH:31]=[CH:30][C:20]4[N:21]=[C:22]([NH:24][C:25]([NH:27][CH2:28][CH3:29])=[O:26])[S:23][C:19]=4[CH:18]=3)[CH:14]=[CH:15][CH:16]=2)=[O:9])[CH:6]=1.